Dataset: Blood-brain barrier penetration binary classification data from Martins et al.. Task: Regression/Classification. Given a drug SMILES string, predict its absorption, distribution, metabolism, or excretion properties. Task type varies by dataset: regression for continuous measurements (e.g., permeability, clearance, half-life) or binary classification for categorical outcomes (e.g., BBB penetration, CYP inhibition). Dataset: bbb_martins. (1) The molecule is CCCCCCC(C)NN. The result is 1 (penetrates BBB). (2) The molecule is C[C@@H]1C[C@H]2[C@@H]3C[C@H](F)C4=CC(=O)C=C[C@]4(C)[C@H]3[C@@H](O)C[C@]2(C)[C@H]1C(=O)CO. The result is 1 (penetrates BBB). (3) The compound is CN(CCc1cc2cccc3c2n1-c1ccccc1CC3)Cc1ccccc1. The result is 1 (penetrates BBB). (4) The drug is O=C1CN2C(=O)CCC2N1. The result is 1 (penetrates BBB).